From a dataset of Forward reaction prediction with 1.9M reactions from USPTO patents (1976-2016). Predict the product of the given reaction. The product is: [CH3:26][C:21]1([CH3:27])[C:22]([CH3:25])([CH3:24])[O:23][B:19]([C:7]2[CH2:16][CH2:15][C:10]3([CH2:14][CH2:13][CH2:12][CH2:11]3)[CH2:9][CH:8]=2)[O:20]1. Given the reactants FC(F)(F)S(O[C:7]1[CH2:16][CH2:15][C:10]2([CH2:14][CH2:13][CH2:12][CH2:11]2)[CH2:9][CH:8]=1)(=O)=O.[B:19]1([B:19]2[O:23][C:22]([CH3:25])([CH3:24])[C:21]([CH3:27])([CH3:26])[O:20]2)[O:23][C:22]([CH3:25])([CH3:24])[C:21]([CH3:27])([CH3:26])[O:20]1.C([O-])(=O)C.[K+].C(Cl)Cl, predict the reaction product.